From a dataset of Full USPTO retrosynthesis dataset with 1.9M reactions from patents (1976-2016). Predict the reactants needed to synthesize the given product. (1) The reactants are: [N+:1]([C:4]1[CH:12]=[CH:11][CH:10]=[CH:9][C:5]=1[C:6](Cl)=[O:7])([O-:3])=[O:2].[Cl:13][C:14]1[CH:19]=[CH:18][N:17]=[C:16]([NH2:20])[CH:15]=1.C(N(CC)CC)C.C1COCC1. Given the product [Cl:13][C:14]1[CH:19]=[CH:18][N:17]=[C:16]([NH:20][C:6](=[O:7])[C:5]2[CH:9]=[CH:10][CH:11]=[CH:12][C:4]=2[N+:1]([O-:3])=[O:2])[CH:15]=1, predict the reactants needed to synthesize it. (2) Given the product [Br:8][C:9]1[CH:10]=[C:11]([CH:14]=[CH:15][C:16]=1[F:17])[CH2:12][NH:13][CH:4]1[CH2:5][CH2:6][S:1][CH2:2][CH2:3]1, predict the reactants needed to synthesize it. The reactants are: [S:1]1[CH2:6][CH2:5][C:4](=O)[CH2:3][CH2:2]1.[Br:8][C:9]1[CH:10]=[C:11]([CH:14]=[CH:15][C:16]=1[F:17])[CH2:12][NH2:13].[OH-].[Na+]. (3) Given the product [C:23]([C:19]1[CH:18]=[C:17]([N:16]([CH2:26][CH:27]2[CH2:28][CH2:29][CH2:30][CH2:31]2)[C:14](=[O:15])[NH:13][C:11]2[S:12][C:8]([S:7][CH2:44][CH2:46][C:47]([OH:49])=[O:48])=[CH:9][N:10]=2)[CH:22]=[CH:21][CH:20]=1)(=[O:25])[NH2:24], predict the reactants needed to synthesize it. The reactants are: C(OC(=O)C([S:7][C:8]1[S:12][C:11]([NH:13][C:14]([N:16]([CH2:26][CH:27]2[CH2:31][CH2:30][CH2:29][CH2:28]2)[C:17]2[CH:22]=[CH:21][CH:20]=[C:19]([C:23](=[O:25])[NH2:24])[CH:18]=2)=[O:15])=[N:10][CH:9]=1)C)C.C1(N(C2C=CC(S(C)(=O)=O)=CC=2)C(=O)N(C)C2SC=[C:44]([CH2:46][C:47]([OH:49])=[O:48])N=2)CCCC1.C1(N(C)C2C=C(C=CC=2)C(N)=O)CCCC1.C(OC(=O)C(SC1SC(N)=NC=1)C)C. (4) Given the product [CH3:38][O:37][C:28]1[CH:29]=[CH:30][C:31]2[C:32](=[O:36])[CH2:33][O:34][C:35]=2[C:27]=1/[CH:9]=[CH:10]/[CH2:11][CH:12]1[CH2:13][CH2:14][N:15]([C:18]([O:20][C:21]([CH3:22])([CH3:23])[CH3:24])=[O:19])[CH2:16][CH2:17]1, predict the reactants needed to synthesize it. The reactants are: CC1(C)C(C)(C)OB(/[CH:9]=[CH:10]/[CH2:11][CH:12]2[CH2:17][CH2:16][N:15]([C:18]([O:20][C:21]([CH3:24])([CH3:23])[CH3:22])=[O:19])[CH2:14][CH2:13]2)O1.I[C:27]1[C:35]2[O:34][CH2:33][C:32](=[O:36])[C:31]=2[CH:30]=[CH:29][C:28]=1[O:37][CH3:38].C(=O)([O-])[O-].[Na+].[Na+]. (5) Given the product [C:1]([N:4]1[CH2:5][CH2:6][N:7]([C:10]2[CH:11]=[CH:12][C:13]([NH2:18])=[C:14]([CH:17]=2)[C:15]#[N:16])[CH2:8][CH2:9]1)(=[O:3])[CH3:2], predict the reactants needed to synthesize it. The reactants are: [C:1]([N:4]1[CH2:9][CH2:8][N:7]([C:10]2[CH:11]=[CH:12][C:13]([N+:18]([O-])=O)=[C:14]([CH:17]=2)[C:15]#[N:16])[CH2:6][CH2:5]1)(=[O:3])[CH3:2].